From a dataset of TCR-epitope binding with 47,182 pairs between 192 epitopes and 23,139 TCRs. Binary Classification. Given a T-cell receptor sequence (or CDR3 region) and an epitope sequence, predict whether binding occurs between them. (1) The TCR CDR3 sequence is CASSLLGSPLHF. Result: 1 (the TCR binds to the epitope). The epitope is ALLADKFPV. (2) The epitope is GLCTLVAML. The TCR CDR3 sequence is CSARTAPVGNEQFF. Result: 1 (the TCR binds to the epitope). (3) The epitope is MPASWVMRI. The TCR CDR3 sequence is CASSQDEWGAASSYNEQFF. Result: 1 (the TCR binds to the epitope). (4) The epitope is SEETGTLIV. The TCR CDR3 sequence is CASSYGSNSLNTEAFF. Result: 0 (the TCR does not bind to the epitope). (5) The epitope is GTHWFVTQR. The TCR CDR3 sequence is CASSSGHMNTEAFF. Result: 0 (the TCR does not bind to the epitope). (6) The epitope is MMISAGFSL. Result: 0 (the TCR does not bind to the epitope). The TCR CDR3 sequence is CASSAWGDTQYF. (7) The epitope is FLNGSCGSV. The TCR CDR3 sequence is CASSLPGLARHEQFF. Result: 0 (the TCR does not bind to the epitope).